Predict the reactants needed to synthesize the given product. From a dataset of Full USPTO retrosynthesis dataset with 1.9M reactions from patents (1976-2016). (1) Given the product [ClH:1].[NH:30]1[C:31]2[C:27](=[CH:26][C:25]([NH:24][C:2]3[C:11]4[C:6](=[CH:7][C:8]([O:14][CH2:15][CH2:16][CH2:17][N:18]5[CH2:23][CH2:22][O:21][CH2:20][CH2:19]5)=[C:9]([O:12][CH3:13])[CH:10]=4)[N:5]=[CH:4][N:3]=3)=[CH:33][CH:32]=2)[CH:28]=[CH:29]1, predict the reactants needed to synthesize it. The reactants are: [Cl:1][C:2]1[C:11]2[C:6](=[CH:7][C:8]([O:14][CH2:15][CH2:16][CH2:17][N:18]3[CH2:23][CH2:22][O:21][CH2:20][CH2:19]3)=[C:9]([O:12][CH3:13])[CH:10]=2)[N:5]=[CH:4][N:3]=1.[NH2:24][C:25]1[CH:26]=[C:27]2[C:31](=[CH:32][CH:33]=1)[NH:30][CH:29]=[CH:28]2. (2) Given the product [F:1][C:2]1[CH:24]=[CH:23][C:22]([F:25])=[CH:21][C:3]=1[CH2:4][O:5][C:6]1[CH:11]=[CH:10][C:9]([C:12](=[O:20])[CH2:13][CH2:14][C:15]([OH:17])=[O:16])=[CH:8][CH:7]=1, predict the reactants needed to synthesize it. The reactants are: [F:1][C:2]1[CH:24]=[CH:23][C:22]([F:25])=[CH:21][C:3]=1[CH2:4][O:5][C:6]1[CH:11]=[CH:10][C:9]([C:12](=[O:20])[CH2:13][CH2:14][C:15]([O:17]CC)=[O:16])=[CH:8][CH:7]=1.[OH-].[Na+]. (3) Given the product [CH3:13][CH:12]1[CH2:11][C:5]2[C:6]([CH3:10])=[CH:7][C:8]([CH3:9])=[C:3]([CH3:2])[C:4]=2[O:14]1, predict the reactants needed to synthesize it. The reactants are: Cl.[CH3:2][C:3]1[C:8]([CH3:9])=[CH:7][C:6]([CH3:10])=[C:5]([CH2:11][CH:12]=[CH2:13])[C:4]=1[OH:14].C(=O)([O-])O.[Na+]. (4) Given the product [CH3:25][O:24][C:5]1[CH:4]=[CH:3][C:2]([B:26]2[O:30][C:29]([CH3:32])([CH3:31])[C:28]([CH3:34])([CH3:33])[O:27]2)=[CH:7][C:6]=1[S:8]([N:11]1[CH2:16][CH2:15][N:14]([C:17]([O:19][C:20]([CH3:23])([CH3:22])[CH3:21])=[O:18])[CH2:13][CH2:12]1)(=[O:10])=[O:9], predict the reactants needed to synthesize it. The reactants are: Br[C:2]1[CH:3]=[CH:4][C:5]([O:24][CH3:25])=[C:6]([S:8]([N:11]2[CH2:16][CH2:15][N:14]([C:17]([O:19][C:20]([CH3:23])([CH3:22])[CH3:21])=[O:18])[CH2:13][CH2:12]2)(=[O:10])=[O:9])[CH:7]=1.[B:26]1([B:26]2[O:30][C:29]([CH3:32])([CH3:31])[C:28]([CH3:34])([CH3:33])[O:27]2)[O:30][C:29]([CH3:32])([CH3:31])[C:28]([CH3:34])([CH3:33])[O:27]1.C([O-])(=O)C.[K+].